Dataset: Reaction yield outcomes from USPTO patents with 853,638 reactions. Task: Predict the reaction yield, written as a fraction of the theoretical maximum amount of product (1.0 means a 100% yield; for example, 0.34 means a 34% yield). The catalyst is ClCCl. The reactants are [C:1]([C:3]1[N:4]=[CH:5][C:6]([NH:9][C:10]2[CH:15]=[C:14]([O:16][CH2:17][CH:18]3[CH2:23][CH2:22][N:21](C(OC(C)(C)C)=O)[CH2:20][CH2:19]3)[C:13]([NH:31][C:32](=[O:37])[CH2:33][N:34]([CH3:36])[CH3:35])=[CH:12][N:11]=2)=[N:7][CH:8]=1)#[N:2].FC(F)(F)C(O)=O. The yield is 0.720. The product is [C:1]([C:3]1[N:4]=[CH:5][C:6]([NH:9][C:10]2[N:11]=[CH:12][C:13]([NH:31][C:32](=[O:37])[CH2:33][N:34]([CH3:35])[CH3:36])=[C:14]([O:16][CH2:17][CH:18]3[CH2:19][CH2:20][NH:21][CH2:22][CH2:23]3)[CH:15]=2)=[N:7][CH:8]=1)#[N:2].